Predict the reaction yield, written as a fraction of the theoretical maximum amount of product (1.0 means a 100% yield; for example, 0.34 means a 34% yield). From a dataset of Reaction yield outcomes from USPTO patents with 853,638 reactions. (1) The reactants are I[C:2]1[CH:3]=[CH:4][C:5]2[N:6]([CH:8]=[C:9]([NH:11][C:12](=[O:14])[CH3:13])[N:10]=2)[N:7]=1.[NH2:15][C:16]1[CH:17]=[C:18]([OH:23])[CH:19]=[CH:20][C:21]=1[F:22].C(=O)([O-])[O-].[K+].[K+].O. The catalyst is CN(C)C=O. The product is [NH2:15][C:16]1[CH:17]=[C:18]([CH:19]=[CH:20][C:21]=1[F:22])[O:23][C:2]1[CH:3]=[CH:4][C:5]2[N:6]([CH:8]=[C:9]([NH:11][C:12](=[O:14])[CH3:13])[N:10]=2)[N:7]=1. The yield is 0.790. (2) The reactants are Cl.Cl.[NH2:3][CH2:4][C@@:5]1([OH:13])[CH:10]2[CH2:11][CH2:12][N:7]([CH2:8][CH2:9]2)[CH2:6]1.C([O-])([O-])=O.[Cs+].[Cs+].[N:20]([C:23]1[CH:28]=[N:27][C:26]([S:29][CH3:30])=[CH:25][N:24]=1)=[C:21]=S.C(N=C=NC(C)C)(C)C. The catalyst is CN(C)C=O. The product is [CH3:30][S:29][C:26]1[N:27]=[CH:28][C:23]([NH:20][C:21]2[O:13][C@:5]3([CH2:4][N:3]=2)[CH:10]2[CH2:9][CH2:8][N:7]([CH2:12][CH2:11]2)[CH2:6]3)=[N:24][CH:25]=1. The yield is 0.160. (3) The reactants are Br[C:2]1[CH:7]=[CH:6][N:5]2[CH:8]=[C:9]([C:11]3[CH:16]=[CH:15][CH:14]=[CH:13][CH:12]=3)[N:10]=[C:4]2[CH:3]=1.Cl.[F:18][CH2:19][CH2:20][CH:21]1[CH2:26][CH2:25][NH:24][CH2:23][CH2:22]1. No catalyst specified. The product is [F:18][CH2:19][CH2:20][CH:21]1[CH2:26][CH2:25][N:24]([C:2]2[CH:7]=[CH:6][N:5]3[CH:8]=[C:9]([C:11]4[CH:16]=[CH:15][CH:14]=[CH:13][CH:12]=4)[N:10]=[C:4]3[CH:3]=2)[CH2:23][CH2:22]1. The yield is 0.0300. (4) The reactants are C[O-].[Na+].C(=O)(O)O.[NH2:8][C:9]([NH2:11])=[NH:10].C([O:14][C:15](=O)[C:16]([O:20][C:21]1[CH:26]=[C:25]([CH3:27])[C:24]([O:28][CH3:29])=[CH:23][C:22]=1[CH:30]([CH3:32])[CH3:31])=[CH:17]OC)C. The catalyst is CS(C)=O. The product is [NH2:10][C:9]1[NH:11][C:15](=[O:14])[C:16]([O:20][C:21]2[CH:26]=[C:25]([CH3:27])[C:24]([O:28][CH3:29])=[CH:23][C:22]=2[CH:30]([CH3:32])[CH3:31])=[CH:17][N:8]=1. The yield is 0.220.